Predict the reaction yield, written as a fraction of the theoretical maximum amount of product (1.0 means a 100% yield; for example, 0.34 means a 34% yield). From a dataset of Reaction yield outcomes from USPTO patents with 853,638 reactions. (1) The reactants are [Cl:1][C:2]1[N:10]([CH2:11][CH:12]=[CH2:13])[C:9]2[C:8](=[O:14])[NH:7][C:6](=[O:15])[NH:5][C:4]=2[N:3]=1.C(=O)([O-])[O-].[Na+].[Na+].[CH3:22][O:23][CH2:24][CH2:25][O:26][CH2:27]Cl. The catalyst is CN(C=O)C. The product is [Cl:1][C:2]1[N:10]([CH2:11][CH:12]=[CH2:13])[C:9]2[C:8](=[O:14])[NH:7][C:6](=[O:15])[N:5]([CH2:22][O:23][CH2:24][CH2:25][O:26][CH3:27])[C:4]=2[N:3]=1. The yield is 0.240. (2) The yield is 0.150. No catalyst specified. The reactants are CO[C:3](=[O:24])[C:4]1[CH:9]=[CH:8][C:7]([O:10][CH2:11][C:12]2[C:13]([C:17]3[CH:22]=[CH:21][C:20]([F:23])=[CH:19][CH:18]=3)=[N:14][O:15][CH:16]=2)=[N:6][CH:5]=1.[NH2:25][CH2:26][CH:27]([OH:32])[C:28]([F:31])([F:30])[F:29]. The product is [F:23][C:20]1[CH:19]=[CH:18][C:17]([C:13]2[C:12]([CH2:11][O:10][C:7]3[CH:8]=[CH:9][C:4]([C:3]([NH:25][CH2:26][CH:27]([OH:32])[C:28]([F:31])([F:30])[F:29])=[O:24])=[CH:5][N:6]=3)=[CH:16][O:15][N:14]=2)=[CH:22][CH:21]=1.